From a dataset of Catalyst prediction with 721,799 reactions and 888 catalyst types from USPTO. Predict which catalyst facilitates the given reaction. (1) Reactant: [CH:1]1([C:4]([C:6](=[CH:11][N:12](C)C)[C:7]([O:9][CH3:10])=[O:8])=O)[CH2:3][CH2:2]1.[F:15][C:16]1[CH:21]=[CH:20][C:19]([NH:22]N)=[CH:18][CH:17]=1.C(N(CC)CC)C. Product: [CH:1]1([C:4]2[N:22]([C:19]3[CH:20]=[CH:21][C:16]([F:15])=[CH:17][CH:18]=3)[N:12]=[CH:11][C:6]=2[C:7]([O:9][CH3:10])=[O:8])[CH2:2][CH2:3]1. The catalyst class is: 8. (2) Reactant: Cl.[N:2]1([C:8]2[C:13]([C:14]([O:16][CH:17]([CH3:19])[CH3:18])=[O:15])=[CH:12][CH:11]=[CH:10][N:9]=2)[CH2:7][CH2:6][NH:5][CH2:4][CH2:3]1.[OH-].[Na+]. Product: [N:2]1([C:8]2[C:13]([C:14]([O:16][CH:17]([CH3:19])[CH3:18])=[O:15])=[CH:12][CH:11]=[CH:10][N:9]=2)[CH2:3][CH2:4][NH:5][CH2:6][CH2:7]1. The catalyst class is: 25. (3) Reactant: [CH2:1]([N:3]([CH2:20][CH3:21])[CH2:4][CH2:5][NH:6]C(C1C=CC2C(=CC=C(I)C=2)C=1)=O)[CH3:2].[I:22][C:23]1[CH:32]=[CH:31][CH:30]=[C:29]2[C:24]=1[CH:25]=[C:26]([C:33]([O:35]C)=O)[N:27]=[CH:28]2.[K+].[Br-].Cl.Cl.C(N(CC)CCNC(=O)C1C=CC(I)=NC=1)C. Product: [CH2:1]([N:3]([CH2:20][CH3:21])[CH2:4][CH2:5][NH:6][C:33]([C:26]1[N:27]=[CH:28][C:29]2[C:24]([CH:25]=1)=[C:23]([I:22])[CH:32]=[CH:31][CH:30]=2)=[O:35])[CH3:2]. The catalyst class is: 429.